Task: Predict the reaction yield, written as a fraction of the theoretical maximum amount of product (1.0 means a 100% yield; for example, 0.34 means a 34% yield).. Dataset: Reaction yield outcomes from USPTO patents with 853,638 reactions The reactants are [CH3:1][O:2][C:3](=[O:33])[CH:4]([C:9]1[CH:10]=[C:11]([C:23]2[CH:28]=[CH:27][C:26]([C:29]([F:32])([F:31])[F:30])=[CH:25][CH:24]=2)[CH:12]=[C:13](OS(C(F)(F)F)(=O)=O)[CH:14]=1)[CH2:5][CH:6]([CH3:8])[CH3:7].[F:34][C:35]1[CH:36]=[C:37]([CH:40]=[C:41](B2OC(C)(C)C(C)(C)O2)[CH:42]=1)[C:38]#[N:39]. No catalyst specified. The product is [CH3:1][O:2][C:3](=[O:33])[CH:4]([C:9]1[CH:10]=[C:11]([C:23]2[CH:28]=[CH:27][C:26]([C:29]([F:31])([F:32])[F:30])=[CH:25][CH:24]=2)[CH:12]=[C:13]([C:41]2[CH:40]=[C:37]([C:38]#[N:39])[CH:36]=[C:35]([F:34])[CH:42]=2)[CH:14]=1)[CH2:5][CH:6]([CH3:7])[CH3:8]. The yield is 0.210.